This data is from Catalyst prediction with 721,799 reactions and 888 catalyst types from USPTO. The task is: Predict which catalyst facilitates the given reaction. (1) Reactant: I[C:2]1[CH:3]=[C:4]2[C:8](=[CH:9][CH:10]=1)[N:7]([C:11]([C:24]1[CH:29]=[CH:28][CH:27]=[CH:26][CH:25]=1)([C:18]1[CH:23]=[CH:22][CH:21]=[CH:20][CH:19]=1)[C:12]1[CH:17]=[CH:16][CH:15]=[CH:14][CH:13]=1)[N:6]=[C:5]2[C:30]1[CH:35]=[CH:34][N:33]=[CH:32][CH:31]=1.[NH:36]1[CH:40]=[CH:39][C:38]([CH:41]2[CH2:46][CH2:45][CH2:44][N:43]([C:47]([O:49][C:50]([CH3:53])([CH3:52])[CH3:51])=[O:48])[CH2:42]2)=[N:37]1.CN(C)[C@@H]1CCCC[C@H]1N.C([O-])([O-])=O.[K+].[K+]. Product: [N:33]1[CH:34]=[CH:35][C:30]([C:5]2[C:4]3[C:8](=[CH:9][CH:10]=[C:2]([N:36]4[CH:40]=[CH:39][C:38]([CH:41]5[CH2:46][CH2:45][CH2:44][N:43]([C:47]([O:49][C:50]([CH3:53])([CH3:52])[CH3:51])=[O:48])[CH2:42]5)=[N:37]4)[CH:3]=3)[N:7]([C:11]([C:18]3[CH:19]=[CH:20][CH:21]=[CH:22][CH:23]=3)([C:12]3[CH:13]=[CH:14][CH:15]=[CH:16][CH:17]=3)[C:24]3[CH:29]=[CH:28][CH:27]=[CH:26][CH:25]=3)[N:6]=2)=[CH:31][CH:32]=1. The catalyst class is: 432. (2) Reactant: C(O[C:6](=O)[N:7](C)[CH:8]([C:10](=[O:33])[NH:11][CH:12]1[CH2:17][CH2:16][CH2:15][N:14]([CH2:18][C:19](=[O:31])[NH:20][CH:21]2[C:30]3[C:25](=[CH:26][CH:27]=[CH:28][CH:29]=3)[CH2:24][CH2:23][CH2:22]2)[C:13]1=[O:32])[CH3:9])(C)(C)C.Cl.O1CCOCC1. Product: [CH3:6][NH:7][CH:8]([CH3:9])[C:10]([NH:11][CH:12]1[CH2:17][CH2:16][CH2:15][N:14]([CH2:18][C:19](=[O:31])[NH:20][CH:21]2[C:30]3[C:25](=[CH:26][CH:27]=[CH:28][CH:29]=3)[CH2:24][CH2:23][CH2:22]2)[C:13]1=[O:32])=[O:33]. The catalyst class is: 13. (3) Reactant: [Cl:1][C:2]1[CH:7]=[C:6]([C:8]([CH3:26])([C:10](=O)[CH2:11][NH:12][C:13]([NH:15][C:16]2[CH:21]=[CH:20][C:19]([F:22])=[C:18]([O:23][CH3:24])[CH:17]=2)=[S:14])[CH3:9])[CH:5]=[CH:4][C:3]=1[S:27]([NH2:30])(=[O:29])=[O:28]. Product: [Cl:1][C:2]1[CH:7]=[C:6]([C:8]([C:10]2[N:15]([C:16]3[CH:21]=[CH:20][C:19]([F:22])=[C:18]([O:23][CH3:24])[CH:17]=3)[C:13]([SH:14])=[N:12][CH:11]=2)([CH3:26])[CH3:9])[CH:5]=[CH:4][C:3]=1[S:27]([NH2:30])(=[O:29])=[O:28]. The catalyst class is: 52. (4) Reactant: [CH2:1]([O:8][C:9]1[CH:10]=[C:11]2[C:15](=[CH:16][CH:17]=1)[NH:14][N:13]=[C:12]2[NH:18][C:19]([NH2:21])=[S:20])[C:2]1[CH:7]=[CH:6][CH:5]=[CH:4][CH:3]=1.[CH2:22](OC(OCC)CBr)[CH3:23]. Product: [CH2:1]([O:8][C:9]1[CH:10]=[C:11]2[C:15](=[CH:16][CH:17]=1)[NH:14][N:13]=[C:12]2[NH:18][C:19]1[S:20][CH:22]=[CH:23][N:21]=1)[C:2]1[CH:7]=[CH:6][CH:5]=[CH:4][CH:3]=1. The catalyst class is: 40. (5) Reactant: [NH2:1][C:2]1[C:3]([CH3:19])=[CH:4][C:5]2[N:6]([CH:16]([CH3:18])[CH3:17])[C:7]3[C:12]([C:13]=2[C:14]=1[CH3:15])=[CH:11][CH:10]=[CH:9][CH:8]=3.Cl[C:21]([O:23][C:24]1[CH:29]=[CH:28][CH:27]=[CH:26][CH:25]=1)=[O:22].C(N(CC)CC)C. Product: [CH3:4][CH2:3][CH2:2][CH:14]([CH3:15])[CH3:13].[O:23]([C:21]([NH:1][C:2]1[C:3]([CH3:19])=[CH:4][C:5]2[N:6]([CH:16]([CH3:17])[CH3:18])[C:7]3[C:12]([C:13]=2[C:14]=1[CH3:15])=[CH:11][CH:10]=[CH:9][CH:8]=3)=[O:22])[C:24]1[CH:29]=[CH:28][CH:27]=[CH:26][CH:25]=1. The catalyst class is: 7. (6) The catalyst class is: 13. Reactant: [NH2:1][CH2:2][C@@H:3]1[O:7][C:6](=[O:8])[N:5]([C:9]2[CH:14]=[CH:13][C:12]([N:15]3[CH2:20][CH2:19][O:18][CH2:17][CH2:16]3)=[C:11]([F:21])[CH:10]=2)[CH2:4]1.[C:22](OC(=O)C)(=[O:24])[CH3:23].C(N(CC)CC)C. Product: [CH3:23][C:22]([NH:1][CH2:2][C@@H:3]1[O:7][C:6](=[O:8])[N:5]([C:9]2[CH:14]=[CH:13][C:12]([N:15]3[CH2:16][CH2:17][O:18][CH2:19][CH2:20]3)=[C:11]([F:21])[CH:10]=2)[CH2:4]1)=[O:24]. (7) Reactant: [CH:1]1[CH:2]=[C:3]([N:9]2[CH2:14][CH2:13][N:12]([CH2:15][CH2:16][CH2:17][CH2:18][O:19][C:20]3[CH:21]=[CH:22][C:23]4[CH2:30][CH2:29][C:27](=[O:28])[NH:26][C:24]=4[CH:25]=3)[CH2:11][CH2:10]2)[C:4]([Cl:8])=[C:5]([Cl:7])[CH:6]=1.C[Si](C)(C)[Cl:33]. Product: [CH:1]1[CH:2]=[C:3]([N:9]2[CH2:14][CH2:13][N:12]([CH2:15][CH2:16][CH2:17][CH2:18][O:19][C:20]3[CH:21]=[CH:22][C:23]4[CH2:30][CH2:29][C:27](=[O:28])[NH:26][C:24]=4[CH:25]=3)[CH2:11][CH2:10]2)[C:4]([Cl:8])=[C:5]([Cl:7])[CH:6]=1.[ClH:33]. The catalyst class is: 51. (8) Reactant: [CH3:1][O:2][C:3]1[CH:12]=[C:11]([B:13]2[O:17]C(C)(C)C(C)(C)[O:14]2)[CH:10]=[CH:9][C:4]=1[C:5]([O:7][CH3:8])=[O:6].C([O-])(=O)C.[NH4+].I([O-])(=O)(=O)=O.[Na+]. Product: [CH3:1][O:2][C:3]1[CH:12]=[C:11]([B:13]([OH:14])[OH:17])[CH:10]=[CH:9][C:4]=1[C:5]([O:7][CH3:8])=[O:6]. The catalyst class is: 95. (9) Reactant: [C:1]([C:4]1[CH:13]=[C:12]([O:14][CH3:15])[CH:11]=[CH:10][C:5]=1[C:6](OC)=[O:7])(=O)[CH3:2].O.[NH2:17][NH2:18]. Product: [CH3:15][O:14][C:12]1[CH:13]=[C:4]2[C:5](=[CH:10][CH:11]=1)[C:6](=[O:7])[NH:18][N:17]=[C:1]2[CH3:2]. The catalyst class is: 24.